Dataset: Full USPTO retrosynthesis dataset with 1.9M reactions from patents (1976-2016). Task: Predict the reactants needed to synthesize the given product. Given the product [Cl:1][C:2]1[CH:10]=[C:9]2[C:5]([C:6]([C:11]3[N:12]=[C:13]4[C:19]([C:20]([NH:22][CH:23]([CH3:25])[CH3:24])=[O:21])=[CH:18][N:17]([CH2:26][O:27][CH2:28][CH2:29][Si:30]([CH3:31])([CH3:33])[CH3:32])[C:14]4=[N:15][CH:16]=3)=[N:7][N:8]2[CH2:36][CH3:37])=[CH:4][CH:3]=1, predict the reactants needed to synthesize it. The reactants are: [Cl:1][C:2]1[CH:10]=[C:9]2[C:5]([C:6]([C:11]3[N:12]=[C:13]4[C:19]([C:20]([NH:22][CH:23]([CH3:25])[CH3:24])=[O:21])=[CH:18][N:17]([CH2:26][O:27][CH2:28][CH2:29][Si:30]([CH3:33])([CH3:32])[CH3:31])[C:14]4=[N:15][CH:16]=3)=[N:7][NH:8]2)=[CH:4][CH:3]=1.[H-].[Na+].[CH2:36](I)[CH3:37].